From a dataset of Forward reaction prediction with 1.9M reactions from USPTO patents (1976-2016). Predict the product of the given reaction. (1) Given the reactants COC1C=C(OC)C=CC=1C[N:6]1[C:10]([C:11]2[C:19]3[C:14](=[N:15][CH:16]=[CH:17][CH:18]=3)[N:13]([CH2:20][C:21]3[CH:26]=[CH:25][CH:24]=[CH:23][C:22]=3[F:27])[N:12]=2)=[N:9][N:8]([CH2:28][CH3:29])[C:7]1=[O:30].C1(C)C=CC(S(O)(=O)=O)=CC=1, predict the reaction product. The product is: [CH2:28]([N:8]1[C:7](=[O:30])[NH:6][C:10]([C:11]2[C:19]3[C:14](=[N:15][CH:16]=[CH:17][CH:18]=3)[N:13]([CH2:20][C:21]3[CH:26]=[CH:25][CH:24]=[CH:23][C:22]=3[F:27])[N:12]=2)=[N:9]1)[CH3:29]. (2) Given the reactants [Br:1][C:2]1[C:11]([CH2:12][CH2:13][C:14]([F:17])([F:16])[F:15])=[CH:10][C:9]2[C:4](=[CH:5][CH:6]=[C:7]([O:18][CH3:19])[CH:8]=2)[C:3]=1[OH:20].[CH3:21][O:22][CH2:23]Cl.C(N(C(C)C)CC)(C)C, predict the reaction product. The product is: [Br:1][C:2]1[C:11]([CH2:12][CH2:13][C:14]([F:17])([F:16])[F:15])=[CH:10][C:9]2[C:4](=[CH:5][CH:6]=[C:7]([O:18][CH3:19])[CH:8]=2)[C:3]=1[O:20][CH2:21][O:22][CH3:23]. (3) Given the reactants [Br:1][C:2]1[CH:7]=[C:6]2[NH:8][CH2:9][C:10]3([CH2:13][S:12][CH2:11]3)[C:5]2=[CH:4][CH:3]=1.C(N(CC)CC)C.[C:21](Cl)(=[O:23])[CH3:22], predict the reaction product. The product is: [C:21]([N:8]1[C:6]2[C:5](=[CH:4][CH:3]=[C:2]([Br:1])[CH:7]=2)[C:10]2([CH2:13][S:12][CH2:11]2)[CH2:9]1)(=[O:23])[CH3:22]. (4) The product is: [F:1][C:2]1[CH:7]=[CH:6][CH:5]=[CH:4][C:3]=1[C:8]1[N:9]=[CH:10][C:11]([NH2:14])=[CH:12][CH:13]=1. Given the reactants [F:1][C:2]1[CH:7]=[CH:6][CH:5]=[CH:4][C:3]=1[C:8]1[CH:13]=[CH:12][C:11]([N+:14]([O-])=O)=[CH:10][N:9]=1, predict the reaction product.